From a dataset of Full USPTO retrosynthesis dataset with 1.9M reactions from patents (1976-2016). Predict the reactants needed to synthesize the given product. (1) The reactants are: [C:1]12([C:11]3[CH:12]=[C:13](Br)[C:14]4[O:18][C:17]([CH3:19])=[N:16][C:15]=4[CH:20]=3)[CH2:10][CH:5]3[CH2:6][CH:7]([CH2:9][CH:3]([CH2:4]3)[CH2:2]1)[CH2:8]2.[C:22](=[O:25])([O-])[O-].[Na+].[Na+]. Given the product [C:1]12([C:11]3[CH:12]=[C:13]([C:1]4[CH:2]=[C:3]([CH:4]=[CH:5][CH:10]=4)[CH:22]=[O:25])[C:14]4[O:18][C:17]([CH3:19])=[N:16][C:15]=4[CH:20]=3)[CH2:10][CH:5]3[CH2:6][CH:7]([CH2:9][CH:3]([CH2:4]3)[CH2:2]1)[CH2:8]2, predict the reactants needed to synthesize it. (2) Given the product [NH2:28][C:19]([C:18]1[CH:22]=[CH:23][C:15]([NH:14][CH:11]2[CH2:12][CH2:13][N:8]([C:6]([O:5][C:1]([CH3:2])([CH3:3])[CH3:4])=[O:7])[CH2:9][CH2:10]2)=[CH:16][C:17]=1[Cl:24])=[O:21], predict the reactants needed to synthesize it. The reactants are: [C:1]([O:5][C:6]([N:8]1[CH2:13][CH2:12][CH:11]([NH:14][C:15]2[CH:23]=[CH:22][C:18]([C:19]([OH:21])=O)=[C:17]([Cl:24])[CH:16]=2)[CH2:10][CH2:9]1)=[O:7])([CH3:4])([CH3:3])[CH3:2].Cl.C([N:28]=C=NCCCN(C)C)C.O.ON1C2C=CC=CC=2N=N1.C(N(C(C)C)CC)(C)C.[Cl-].[NH4+].C(=O)([O-])O.[Na+]. (3) Given the product [C:40]([C@H:10]1[CH2:9][CH:8]([CH2:7][C:4]2[CH:3]=[CH:2][C:1]([C:23]3[CH:24]=[CH:25][CH:26]=[CH:27][CH:28]=3)=[CH:6][CH:5]=2)[N:51]([CH2:35][N:34]2[CH2:33][CH2:32][CH2:31][CH2:37]2)[C:11]1=[O:22])(=[O:47])[C:41]1[CH:42]=[CH:43][CH:44]=[CH:45][CH:46]=1, predict the reactants needed to synthesize it. The reactants are: [C:1]1([C:23]2[CH:28]=[CH:27][CH:26]=[CH:25][CH:24]=2)[CH:6]=[CH:5][C:4]([CH2:7][C@H:8]2N(CC3C=CC(OC)=CC=3)[C:11](=[O:22])[CH2:10][CH2:9]2)=[CH:3][CH:2]=1.CN1[C:35](=O)[N:34]([CH3:37])[CH2:33][CH2:32][CH2:31]1.CO[C:40](=[O:47])[C:41]1[CH:46]=[CH:45][CH:44]=[CH:43][CH:42]=1.[H-].[Na+].[Cl-].[NH4+:51]. (4) The reactants are: [C:1]([O:5][C:6]([NH:8][C@H:9]([CH2:13][C:14]1[CH:19]=[CH:18][C:17]([O:20][CH3:21])=[CH:16][CH:15]=1)[C:10]([OH:12])=O)=[O:7])([CH3:4])([CH3:3])[CH3:2].C(N(CC)CC)C.Cl.[CH2:30]([O:37][C:38](=[O:48])[CH2:39][NH:40][CH2:41][C:42]1[CH:47]=[CH:46][CH:45]=[CH:44][CH:43]=1)[C:31]1[CH:36]=[CH:35][CH:34]=[CH:33][CH:32]=1.[I-].ClC1C=CC=C[N+]=1C. Given the product [CH2:41]([N:40]([CH2:39][C:38]([O:37][CH2:30][C:31]1[CH:36]=[CH:35][CH:34]=[CH:33][CH:32]=1)=[O:48])[C:10](=[O:12])[C@H:9]([NH:8][C:6]([O:5][C:1]([CH3:2])([CH3:3])[CH3:4])=[O:7])[CH2:13][C:14]1[CH:19]=[CH:18][C:17]([O:20][CH3:21])=[CH:16][CH:15]=1)[C:42]1[CH:43]=[CH:44][CH:45]=[CH:46][CH:47]=1, predict the reactants needed to synthesize it. (5) Given the product [Cl:13][C:14]1[C:23]2[N:24]=[C:1]([OH:2])[N:25]([CH2:26][C:27]3[CH:28]=[N:29][CH:30]=[CH:31][CH:32]=3)[C:22]=2[C:21]2[CH:20]=[CH:19][CH:18]=[CH:17][C:16]=2[N:15]=1, predict the reactants needed to synthesize it. The reactants are: [C:1](N1C=CN=C1)(N1C=CN=C1)=[O:2].[Cl:13][C:14]1[C:23]([NH2:24])=[C:22]([NH:25][CH2:26][C:27]2[CH:28]=[N:29][CH:30]=[CH:31][CH:32]=2)[C:21]2[C:16](=[CH:17][CH:18]=[CH:19][CH:20]=2)[N:15]=1.N1C=CC=CC=1.C(OCC)C. (6) Given the product [NH2:24][C:19]1[CH:20]=[CH:21][CH:22]=[CH:23][C:18]=1[C:17]([NH:16][C:13]1[CH:12]=[N:11][C:10]([N:4]2[CH:5]3[CH2:6][CH2:7][N:1]([CH2:9][CH2:8]3)[CH2:2][CH2:3]2)=[N:15][CH:14]=1)=[O:27], predict the reactants needed to synthesize it. The reactants are: [N:1]12[CH2:9][CH2:8][CH:5]([CH2:6][CH2:7]1)[N:4]([C:10]1[N:15]=[CH:14][C:13]([NH:16][C:17](=[O:27])[C:18]3[CH:23]=[CH:22][CH:21]=[CH:20][C:19]=3[N+:24]([O-])=O)=[CH:12][N:11]=1)[CH2:3][CH2:2]2.N. (7) Given the product [Cl:11][C:5]1[CH:4]=[CH:3][C:2]([C:24]2[CH:23]=[CH:22][N:21]([CH3:25])[C:20]=2[C:17](=[O:19])[CH3:18])=[CH:10][C:6]=1[C:7]([OH:9])=[O:8], predict the reactants needed to synthesize it. The reactants are: N[C:2]1[CH:3]=[CH:4][C:5]([Cl:11])=[C:6]([CH:10]=1)[C:7]([OH:9])=[O:8].Cl.N([O-])=O.[Na+].[C:17]([C:20]1[N:21]([CH3:25])[CH:22]=[CH:23][CH:24]=1)(=[O:19])[CH3:18]. (8) The reactants are: [NH:1]1[CH2:6][CH2:5][CH:4]([NH:7][C:8]2[C:17]3[C:12](=[CH:13][CH:14]=[C:15]([C:18]([F:21])([F:20])[F:19])[CH:16]=3)[O:11][C:10](=[O:22])[CH:9]=2)[CH2:3][CH2:2]1.[CH:23]1[C:28]([CH:29]=O)=[CH:27][C:26]2[O:31][CH2:32][O:33][C:25]=2[CH:24]=1. Given the product [O:33]1[C:25]2[CH:24]=[CH:23][C:28]([CH2:29][N:1]3[CH2:2][CH2:3][CH:4]([NH:7][C:8]4[C:17]5[C:12](=[CH:13][CH:14]=[C:15]([C:18]([F:20])([F:19])[F:21])[CH:16]=5)[O:11][C:10](=[O:22])[CH:9]=4)[CH2:5][CH2:6]3)=[CH:27][C:26]=2[O:31][CH2:32]1, predict the reactants needed to synthesize it.